Dataset: Full USPTO retrosynthesis dataset with 1.9M reactions from patents (1976-2016). Task: Predict the reactants needed to synthesize the given product. (1) Given the product [Br:15][C:16]1[C:17]([C:22]2[NH:26][N:25]=[CH:24][N:23]=2)=[C:18]([NH:21][C:12](=[O:14])[CH2:11][C:9]2[CH:8]=[CH:7][CH:6]=[C:5]3[C:10]=2[CH:1]=[N:2][CH:3]=[CH:4]3)[S:19][CH:20]=1, predict the reactants needed to synthesize it. The reactants are: [CH:1]1[C:10]2[C:5](=[CH:6][CH:7]=[CH:8][C:9]=2[CH2:11][C:12]([OH:14])=O)[CH:4]=[CH:3][N:2]=1.[Br:15][C:16]1[C:17]([C:22]2[NH:26][N:25]=[CH:24][N:23]=2)=[C:18]([NH2:21])[S:19][CH:20]=1. (2) Given the product [CH3:38][O:39][C:40](=[O:44])[CH2:41][CH2:42][N:21]1[CH2:22][CH2:23][CH2:24][CH:19]([O:18][C:16]2[C:17]3[C:9]([C:6]4[CH:5]=[CH:4][C:3]([O:2][CH3:1])=[CH:8][CH:7]=4)=[C:10]([C:25]4[CH:30]=[CH:29][CH:28]=[CH:27][CH:26]=4)[O:11][C:12]=3[N:13]=[CH:14][N:15]=2)[CH2:20]1, predict the reactants needed to synthesize it. The reactants are: [CH3:1][O:2][C:3]1[CH:8]=[CH:7][C:6]([C:9]2[C:17]3[C:16]([O:18][CH:19]4[CH2:24][CH2:23][CH2:22][NH:21][CH2:20]4)=[N:15][CH:14]=[N:13][C:12]=3[O:11][C:10]=2[C:25]2[CH:30]=[CH:29][CH:28]=[CH:27][CH:26]=2)=[CH:5][CH:4]=1.C(N(CC)CC)C.[CH3:38][O:39][C:40](=[O:44])[CH2:41][CH2:42]Br. (3) Given the product [OH:1][C:2]1[C:11]2[C:6](=[CH:7][CH:8]=[CH:9][CH:10]=2)[N:5]([NH:12][CH2:13][CH:14]([CH3:15])[CH3:16])[C:4](=[O:17])[C:3]=1[C:18]1[NH:23][C:22]2[CH:24]=[CH:25][C:26]([O:28][CH:32]([CH3:36])[C:33]([NH2:35])=[O:34])=[CH:27][C:21]=2[S:20](=[O:29])(=[O:30])[N:19]=1, predict the reactants needed to synthesize it. The reactants are: [OH:1][C:2]1[C:11]2[C:6](=[CH:7][CH:8]=[CH:9][CH:10]=2)[N:5]([NH:12][CH2:13][CH:14]([CH3:16])[CH3:15])[C:4](=[O:17])[C:3]=1[C:18]1[NH:23][C:22]2[CH:24]=[CH:25][C:26]([OH:28])=[CH:27][C:21]=2[S:20](=[O:30])(=[O:29])[N:19]=1.Br[CH:32]([CH3:36])[C:33]([NH2:35])=[O:34].C(=O)([O-])[O-].[Cs+].[Cs+].Cl. (4) Given the product [C:1]([C:5]1[CH:9]=[C:8](/[CH:10]=[CH:11]/[C:12]([OH:14])=[O:13])[N:7]([CH2:17][C:18]2[CH:23]=[CH:22][C:21]([C:24]([F:27])([F:26])[F:25])=[CH:20][C:19]=2[Cl:28])[N:6]=1)([CH3:4])([CH3:2])[CH3:3], predict the reactants needed to synthesize it. The reactants are: [C:1]([C:5]1[CH:9]=[C:8](/[CH:10]=[CH:11]/[C:12]([O:14]CC)=[O:13])[N:7]([CH2:17][C:18]2[CH:23]=[CH:22][C:21]([C:24]([F:27])([F:26])[F:25])=[CH:20][C:19]=2[Cl:28])[N:6]=1)([CH3:4])([CH3:3])[CH3:2].[OH-].[Na+].O1CCCC1. (5) Given the product [F:22][C:23]1[CH:24]=[C:25]([CH:29]=[CH:30][CH:31]=1)[C:26]([NH:1][C:2]1[CH:3]=[C:4]2[C:20](=[O:21])[NH:19][N:18]=[CH:17][C:6]3=[C:7]([C:11]4[CH:12]=[CH:13][CH:14]=[CH:15][CH:16]=4)[NH:8][C:9]([CH:10]=1)=[C:5]23)=[O:27], predict the reactants needed to synthesize it. The reactants are: [NH2:1][C:2]1[CH:3]=[C:4]2[C:20](=[O:21])[NH:19][N:18]=[CH:17][C:6]3=[C:7]([C:11]4[CH:16]=[CH:15][CH:14]=[CH:13][CH:12]=4)[NH:8][C:9]([CH:10]=1)=[C:5]23.[F:22][C:23]1[CH:24]=[C:25]([CH:29]=[CH:30][CH:31]=1)[C:26](O)=[O:27].C(N(CC)CC)C.F[P-](F)(F)(F)(F)F.N1(OC(N(C)C)=[N+](C)C)C2N=CC=CC=2N=N1. (6) Given the product [ClH:1].[CH3:28][O:29][C:30]1[CH:35]=[CH:34][C:33]([C:2]2[CH:7]=[CH:6][N:5]=[C:4]3[NH:8][C:9]([C:11]4[CH:27]=[CH:26][C:14]([C:15]([NH:17][CH2:18][CH2:19][N:20]5[CH2:25][CH2:24][O:23][CH2:22][CH2:21]5)=[O:16])=[CH:13][CH:12]=4)=[N:10][C:3]=23)=[CH:32][CH:31]=1, predict the reactants needed to synthesize it. The reactants are: [Cl:1][C:2]1[CH:7]=[CH:6][N:5]=[C:4]2[NH:8][C:9]([C:11]3[CH:27]=[CH:26][C:14]([C:15]([NH:17][CH2:18][CH2:19][N:20]4[CH2:25][CH2:24][O:23][CH2:22][CH2:21]4)=[O:16])=[CH:13][CH:12]=3)=[N:10][C:3]=12.[CH3:28][O:29][C:30]1[CH:35]=[CH:34][C:33](B(O)O)=[CH:32][CH:31]=1.C(=O)([O-])[O-].[Na+].[Na+]. (7) Given the product [F:1][C:2]1[CH:3]=[C:4]([CH:8]2[CH2:12][CH2:11][CH2:10][N:9]2[C:13]2[CH:18]=[CH:17][N:16]3[N:19]=[CH:20][C:21]([C:22]4[S:32][C:26]([CH:27]([CH3:29])[CH3:28])=[N:25][N:24]=4)=[C:15]3[N:14]=2)[CH:5]=[N:6][CH:7]=1, predict the reactants needed to synthesize it. The reactants are: [F:1][C:2]1[CH:3]=[C:4]([CH:8]2[CH2:12][CH2:11][CH2:10][N:9]2[C:13]2[CH:18]=[CH:17][N:16]3[N:19]=[CH:20][C:21]([C:22]([NH:24][NH:25][C:26](=O)[CH:27]([CH3:29])[CH3:28])=O)=[C:15]3[N:14]=2)[CH:5]=[N:6][CH:7]=1.P12(SP3(SP(SP(S3)(S1)=S)(=S)S2)=S)=[S:32].C([O-])([O-])=O.[Na+].[Na+]. (8) Given the product [CH3:28][N:29]([CH3:33])[C:30](=[O:31])[NH:1][C@@H:2]1[CH2:7][CH2:6][CH2:5][N:4]([C:8]([O:10][CH2:11][C:12]2[CH:17]=[CH:16][CH:15]=[CH:14][CH:13]=2)=[O:9])[C@@H:3]1[CH3:18], predict the reactants needed to synthesize it. The reactants are: [NH2:1][C@@H:2]1[CH2:7][CH2:6][CH2:5][N:4]([C:8]([O:10][CH2:11][C:12]2[CH:17]=[CH:16][CH:15]=[CH:14][CH:13]=2)=[O:9])[C@@H:3]1[CH3:18].CCN(C(C)C)C(C)C.[CH3:28][N:29]([CH3:33])[C:30](Cl)=[O:31]. (9) Given the product [N:7]1([CH2:6][CH2:5][CH2:4][CH2:3][CH2:2][N:30]2[CH2:31][CH2:32][CH:27]([C:23]3[CH:22]=[C:21]([NH:20][C:18](=[O:19])[CH:17]([CH3:16])[CH3:33])[CH:26]=[CH:25][CH:24]=3)[CH2:28][CH2:29]2)[C:15]2[C:10](=[CH:11][CH:12]=[CH:13][CH:14]=2)[CH:9]=[CH:8]1, predict the reactants needed to synthesize it. The reactants are: Cl[CH2:2][CH2:3][CH2:4][CH2:5][CH2:6][N:7]1[C:15]2[C:10](=[CH:11][CH:12]=[CH:13][CH:14]=2)[CH:9]=[CH:8]1.[CH3:16][CH:17]([CH3:33])[C:18]([NH:20][C:21]1[CH:26]=[CH:25][CH:24]=[C:23]([CH:27]2[CH2:32][CH2:31][NH:30][CH2:29][CH2:28]2)[CH:22]=1)=[O:19].C([O-])([O-])=O.[K+].[K+].[Na+].[I-].